Dataset: Full USPTO retrosynthesis dataset with 1.9M reactions from patents (1976-2016). Task: Predict the reactants needed to synthesize the given product. (1) Given the product [Cl:1][C:2]1[C:10]([I:11])=[CH:9][C:5]([CH2:6][OH:7])=[C:4]([CH3:12])[CH:3]=1, predict the reactants needed to synthesize it. The reactants are: [Cl:1][C:2]1[C:10]([I:11])=[CH:9][C:5]([C:6](O)=[O:7])=[C:4]([CH3:12])[CH:3]=1. (2) The reactants are: [CH3:1][C:2]([C:6]1[S:7][CH:8]=[CH:9][CH:10]=1)([CH3:5])[C:3]#[N:4].C([Li])(C)(C)C.CN([CH:19]=[O:20])C. Given the product [CH:19]([C:8]1[S:7][C:6]([C:2]([CH3:5])([CH3:1])[C:3]#[N:4])=[CH:10][CH:9]=1)=[O:20], predict the reactants needed to synthesize it. (3) Given the product [Cl:58][C:59]1[CH:65]=[CH:64][CH:63]=[CH:62][C:60]=1[NH:61][C:22]([C:19]1[CH:20]=[CH:21][C:4]2[C@:3]3([CH2:1][CH3:2])[CH2:13][CH2:12][C@:11]([OH:17])([CH2:14][CH2:15][CH3:16])[CH2:10][C@@H:9]3[CH2:8][CH2:7][CH2:6][C:5]=2[CH:18]=1)=[O:23], predict the reactants needed to synthesize it. The reactants are: [CH2:1]([C@@:3]12[CH2:13][CH2:12][C@:11]([OH:17])([CH2:14][CH2:15][CH3:16])[CH2:10][C@@H:9]1[CH2:8][CH2:7][CH2:6][C:5]1[CH:18]=[C:19]([C:22](O)=[O:23])[CH:20]=[CH:21][C:4]2=1)[CH3:2].CN(C(ON1N=NC2C=CC=CC1=2)=[N+](C)C)C.F[P-](F)(F)(F)(F)F.CCN(C(C)C)C(C)C.[Cl:58][C:59]1[CH:65]=[CH:64][CH:63]=[CH:62][C:60]=1[NH2:61]. (4) Given the product [C:21]([O:25][C:26]([N:28]1[CH2:33][CH2:32][N:31]([C:34]2[N:35]=[N:36][C:37]([NH:40][C:10]3[N:11]=[CH:12][C:7]4[CH:6]=[C:5]([C:3](=[O:4])[N:2]([CH3:20])[CH3:1])[N:14]([CH:15]5[CH2:19][CH2:18][CH2:17][CH2:16]5)[C:8]=4[N:9]=3)=[CH:38][CH:39]=2)[CH2:30][CH2:29]1)=[O:27])([CH3:24])([CH3:22])[CH3:23], predict the reactants needed to synthesize it. The reactants are: [CH3:1][N:2]([CH3:20])[C:3]([C:5]1[N:14]([CH:15]2[CH2:19][CH2:18][CH2:17][CH2:16]2)[C:8]2[N:9]=[C:10](Cl)[N:11]=[CH:12][C:7]=2[CH:6]=1)=[O:4].[C:21]([O:25][C:26]([N:28]1[CH2:33][CH2:32][N:31]([C:34]2[N:35]=[N:36][C:37]([NH2:40])=[CH:38][CH:39]=2)[CH2:30][CH2:29]1)=[O:27])([CH3:24])([CH3:23])[CH3:22]. (5) Given the product [CH2:46]([O:45][CH:41]([O:42][CH2:43][CH3:44])[C@@H:40]([N:28]([CH2:29][C:30]1[CH:31]=[CH:32][CH:33]=[C:34]2[C:39]=1[N:38]=[CH:37][CH:36]=[CH:35]2)[C:26]([C@H:13]([CH2:14][CH2:15][CH2:16][CH2:17][NH:18][C:19](=[O:25])[O:20][C:21]([CH3:23])([CH3:24])[CH3:22])[NH:12][C:8](=[O:10])[CH2:7][O:6][NH:5][C:4](=[O:11])[NH:3][CH2:1][CH3:2])=[O:27])[CH3:48])[CH3:47], predict the reactants needed to synthesize it. The reactants are: [CH2:1]([NH:3][C:4](=[O:11])[NH:5][O:6][CH2:7][C:8]([OH:10])=O)[CH3:2].[NH2:12][C@H:13]([C:26]([N:28]([C@@H:40]([CH3:48])[CH:41]([O:45][CH2:46][CH3:47])[O:42][CH2:43][CH3:44])[CH2:29][C:30]1[CH:31]=[CH:32][CH:33]=[C:34]2[C:39]=1[N:38]=[CH:37][CH:36]=[CH:35]2)=[O:27])[CH2:14][CH2:15][CH2:16][CH2:17][NH:18][C:19](=[O:25])[O:20][C:21]([CH3:24])([CH3:23])[CH3:22]. (6) Given the product [CH3:8][C:6]1[CH:5]=[CH:4][N:3]2[CH:10]=[CH:11][N:1]=[C:2]2[CH:7]=1, predict the reactants needed to synthesize it. The reactants are: [NH2:1][C:2]1[CH:7]=[C:6]([CH3:8])[CH:5]=[CH:4][N:3]=1.Cl[CH2:10][CH:11]=O.O.Cl. (7) The reactants are: C([O:5][C:6]([C:8]1[CH:19]=[C:18]([O:20][C:21]2[CH:26]=[CH:25][C:24]([C:27]([N:29]3[CH2:32][CH2:31][CH2:30]3)=[O:28])=[C:23]([F:33])[CH:22]=2)[C:11]2[CH2:12][C:13]([CH2:16][OH:17])([CH3:15])[O:14][C:10]=2[CH:9]=1)=O)(C)(C)C.[NH2:34][C:35]1[CH:40]=[CH:39][C:38]([CH3:41])=[CH:37][N:36]=1. Given the product [CH3:41][C:38]1[CH:39]=[CH:40][C:35]([NH:34][C:6]([C:8]2[CH:19]=[C:18]([O:20][C:21]3[CH:26]=[CH:25][C:24]([C:27]([N:29]4[CH2:32][CH2:31][CH2:30]4)=[O:28])=[C:23]([F:33])[CH:22]=3)[C:11]3[CH2:12][C:13]([CH2:16][OH:17])([CH3:15])[O:14][C:10]=3[CH:9]=2)=[O:5])=[N:36][CH:37]=1, predict the reactants needed to synthesize it. (8) Given the product [CH3:18][O:17][C:14]1[CH:13]=[CH:12][C:11]2[S:10][CH2:9][CH2:8][N:3]([C:4]([O:5][CH3:6])=[O:7])[CH2:2][C:16]=2[CH:15]=1, predict the reactants needed to synthesize it. The reactants are: O[CH2:2][N:3]([CH2:8][CH2:9][S:10][C:11]1[CH:16]=[CH:15][C:14]([O:17][CH3:18])=[CH:13][CH:12]=1)[C:4](=[O:7])[O:5][CH3:6].B(F)(F)F.O(CC)CC. (9) Given the product [CH3:20][Si:19]([CH3:22])([CH3:21])[CH2:18][CH2:17][O:16][CH2:15][N:9]1[C:8]([CH2:7][C:6]([O:5][CH2:3][CH3:4])=[O:13])=[N:12][N:11]=[N:10]1, predict the reactants needed to synthesize it. The reactants are: [H-].[Na+].[CH2:3]([O:5][C:6](=[O:13])[CH2:7][C:8]1[NH:12][N:11]=[N:10][N:9]=1)[CH3:4].Cl[CH2:15][O:16][CH2:17][CH2:18][Si:19]([CH3:22])([CH3:21])[CH3:20].